From a dataset of Reaction yield outcomes from USPTO patents with 853,638 reactions. Predict the reaction yield, written as a fraction of the theoretical maximum amount of product (1.0 means a 100% yield; for example, 0.34 means a 34% yield). The reactants are [NH2:1][C:2]1[C:11]2[C:6](=[CH:7][CH:8]=[CH:9][CH:10]=2)[N:5]=[C:4]([CH3:12])[CH:3]=1.C(N(CC)CC)C.Cl[C:21](Cl)([O:23]C(=O)OC(Cl)(Cl)Cl)Cl.[Cl:32][C:33]1[CH:39]=[CH:38][C:36]([NH2:37])=[CH:35][C:34]=1[O:40][CH2:41][CH2:42][N:43]([CH3:45])[CH3:44]. The catalyst is C1COCC1. The product is [Cl:32][C:33]1[CH:39]=[CH:38][C:36]([NH:37][C:21]([NH:1][C:2]2[C:11]3[C:6](=[CH:7][CH:8]=[CH:9][CH:10]=3)[N:5]=[C:4]([CH3:12])[CH:3]=2)=[O:23])=[CH:35][C:34]=1[O:40][CH2:41][CH2:42][N:43]([CH3:45])[CH3:44]. The yield is 0.450.